This data is from NCI-60 drug combinations with 297,098 pairs across 59 cell lines. The task is: Regression. Given two drug SMILES strings and cell line genomic features, predict the synergy score measuring deviation from expected non-interaction effect. (1) Drug 1: CC1=C(C=C(C=C1)NC2=NC=CC(=N2)N(C)C3=CC4=NN(C(=C4C=C3)C)C)S(=O)(=O)N.Cl. Cell line: KM12. Drug 2: C1=NC2=C(N1)C(=S)N=C(N2)N. Synergy scores: CSS=53.1, Synergy_ZIP=1.04, Synergy_Bliss=1.07, Synergy_Loewe=-11.5, Synergy_HSA=2.86. (2) Drug 1: C1=C(C(=O)NC(=O)N1)N(CCCl)CCCl. Drug 2: C1CC(=O)NC(=O)C1N2C(=O)C3=CC=CC=C3C2=O. Cell line: MCF7. Synergy scores: CSS=15.6, Synergy_ZIP=-5.59, Synergy_Bliss=0.970, Synergy_Loewe=-8.28, Synergy_HSA=0.450. (3) Drug 1: CCC1=CC2CC(C3=C(CN(C2)C1)C4=CC=CC=C4N3)(C5=C(C=C6C(=C5)C78CCN9C7C(C=CC9)(C(C(C8N6C)(C(=O)OC)O)OC(=O)C)CC)OC)C(=O)OC.C(C(C(=O)O)O)(C(=O)O)O. Drug 2: C1CNP(=O)(OC1)N(CCCl)CCCl. Cell line: UO-31. Synergy scores: CSS=3.32, Synergy_ZIP=-2.34, Synergy_Bliss=-1.12, Synergy_Loewe=-3.85, Synergy_HSA=-2.36. (4) Drug 1: COC1=CC(=CC(=C1O)OC)C2C3C(COC3=O)C(C4=CC5=C(C=C24)OCO5)OC6C(C(C7C(O6)COC(O7)C8=CC=CS8)O)O. Drug 2: CC1=C(C=C(C=C1)C(=O)NC2=CC(=CC(=C2)C(F)(F)F)N3C=C(N=C3)C)NC4=NC=CC(=N4)C5=CN=CC=C5. Cell line: SF-268. Synergy scores: CSS=8.88, Synergy_ZIP=-3.47, Synergy_Bliss=-2.94, Synergy_Loewe=-19.3, Synergy_HSA=-4.11. (5) Drug 1: C1=CN(C(=O)N=C1N)C2C(C(C(O2)CO)O)O.Cl. Drug 2: C1CN(CCN1C(=O)CCBr)C(=O)CCBr. Cell line: M14. Synergy scores: CSS=51.0, Synergy_ZIP=1.85, Synergy_Bliss=3.31, Synergy_Loewe=-12.8, Synergy_HSA=5.92. (6) Drug 1: C1CCN(CC1)CCOC2=CC=C(C=C2)C(=O)C3=C(SC4=C3C=CC(=C4)O)C5=CC=C(C=C5)O. Drug 2: CC(C)CN1C=NC2=C1C3=CC=CC=C3N=C2N. Cell line: EKVX. Synergy scores: CSS=-3.01, Synergy_ZIP=1.54, Synergy_Bliss=-0.0304, Synergy_Loewe=-3.55, Synergy_HSA=-3.73. (7) Drug 1: C1=CC(=CC=C1CC(C(=O)O)N)N(CCCl)CCCl.Cl. Drug 2: CC(C)CN1C=NC2=C1C3=CC=CC=C3N=C2N. Cell line: HS 578T. Synergy scores: CSS=4.31, Synergy_ZIP=0.459, Synergy_Bliss=4.72, Synergy_Loewe=-2.45, Synergy_HSA=-1.79. (8) Drug 1: N.N.Cl[Pt+2]Cl. Drug 2: CC1C(C(CC(O1)OC2CC(CC3=C2C(=C4C(=C3O)C(=O)C5=C(C4=O)C(=CC=C5)OC)O)(C(=O)CO)O)N)O.Cl. Cell line: KM12. Synergy scores: CSS=31.9, Synergy_ZIP=2.19, Synergy_Bliss=1.66, Synergy_Loewe=-26.9, Synergy_HSA=0.879. (9) Drug 1: CC1C(C(=O)NC(C(=O)N2CCCC2C(=O)N(CC(=O)N(C(C(=O)O1)C(C)C)C)C)C(C)C)NC(=O)C3=C4C(=C(C=C3)C)OC5=C(C(=O)C(=C(C5=N4)C(=O)NC6C(OC(=O)C(N(C(=O)CN(C(=O)C7CCCN7C(=O)C(NC6=O)C(C)C)C)C)C(C)C)C)N)C. Drug 2: CCN(CC)CCNC(=O)C1=C(NC(=C1C)C=C2C3=C(C=CC(=C3)F)NC2=O)C. Cell line: NCI-H322M. Synergy scores: CSS=-0.292, Synergy_ZIP=-1.75, Synergy_Bliss=-0.322, Synergy_Loewe=-1.63, Synergy_HSA=-1.57. (10) Drug 1: CN(CC1=CN=C2C(=N1)C(=NC(=N2)N)N)C3=CC=C(C=C3)C(=O)NC(CCC(=O)O)C(=O)O. Drug 2: CCCCCOC(=O)NC1=NC(=O)N(C=C1F)C2C(C(C(O2)C)O)O. Cell line: CCRF-CEM. Synergy scores: CSS=54.6, Synergy_ZIP=-3.22, Synergy_Bliss=-2.61, Synergy_Loewe=-55.5, Synergy_HSA=-0.964.